Dataset: Reaction yield outcomes from USPTO patents with 853,638 reactions. Task: Predict the reaction yield, written as a fraction of the theoretical maximum amount of product (1.0 means a 100% yield; for example, 0.34 means a 34% yield). (1) The reactants are [Cl:1][C:2]1[CH:10]=[CH:9][C:8]2[NH:7][C:6]3[CH2:11][CH2:12][N:13]([C:16]([O:18][C:19]([CH3:22])([CH3:21])[CH3:20])=[O:17])[CH2:14][CH2:15][C:5]=3[C:4]=2[C:3]=1[Cl:23].[H-].[Na+].Br[CH2:27][C:28]([O:30][CH2:31][CH3:32])=[O:29]. The catalyst is CN(C=O)C. The product is [Cl:1][C:2]1[CH:10]=[CH:9][C:8]2[N:7]([CH2:27][C:28]([O:30][CH2:31][CH3:32])=[O:29])[C:6]3[CH2:11][CH2:12][N:13]([C:16]([O:18][C:19]([CH3:20])([CH3:22])[CH3:21])=[O:17])[CH2:14][CH2:15][C:5]=3[C:4]=2[C:3]=1[Cl:23]. The yield is 0.700. (2) The reactants are [OH:1][C:2]1[CH:7]=[C:6]([C:8]([O:10][CH2:11][CH3:12])=[O:9])[CH:5]=[CH:4][N:3]=1.[CH3:13]I. The catalyst is C1(C)C=CC=CC=1.C(=O)([O-])[O-].[Ag+].[Ag+]. The product is [CH3:13][O:1][C:2]1[CH:7]=[C:6]([C:8]([O:10][CH2:11][CH3:12])=[O:9])[CH:5]=[CH:4][N:3]=1. The yield is 0.860. (3) The reactants are O.[OH-].[Li+].C([O:6][C:7](=[O:32])[CH:8]([O:29][CH2:30][CH3:31])[CH2:9][C:10]1[CH:15]=[CH:14][C:13]([O:16][CH2:17][CH2:18][C:19]2[CH:24]=[CH:23][C:22]([S:25]([CH3:28])(=[O:27])=[O:26])=[CH:21][CH:20]=2)=[CH:12][CH:11]=1)C.Cl. The catalyst is O.O1CCCC1. The product is [CH2:30]([O:29][CH:8]([CH2:9][C:10]1[CH:15]=[CH:14][C:13]([O:16][CH2:17][CH2:18][C:19]2[CH:20]=[CH:21][C:22]([S:25]([CH3:28])(=[O:26])=[O:27])=[CH:23][CH:24]=2)=[CH:12][CH:11]=1)[C:7]([OH:32])=[O:6])[CH3:31]. The yield is 0.860. (4) The reactants are [OH-].[Na+].[Br-].[C:4]([CH2:9][P+:10]([C:23]1[CH:28]=[CH:27][CH:26]=[CH:25][CH:24]=1)([C:17]1[CH:22]=[CH:21][CH:20]=[CH:19][CH:18]=1)[C:11]1[CH:16]=[CH:15][CH:14]=[CH:13][CH:12]=1)([O:6][CH2:7][CH3:8])=[O:5].C1C=CC2C(C3C=CC(O)=CC=3)(C3C=CC(O)=CC=3)OC(=O)C=2C=1. The catalyst is O.C(Cl)(Cl)Cl. The product is [C:4]([CH:9]=[P:10]([C:23]1[CH:28]=[CH:27][CH:26]=[CH:25][CH:24]=1)([C:11]1[CH:12]=[CH:13][CH:14]=[CH:15][CH:16]=1)[C:17]1[CH:22]=[CH:21][CH:20]=[CH:19][CH:18]=1)([O:6][CH2:7][CH3:8])=[O:5]. The yield is 0.900. (5) The reactants are [Cl:1][C:2]1[C:3]([C:22](=[O:31])[NH:23][C:24]2[CH:29]=[CH:28][CH:27]=[CH:26][C:25]=2[F:30])=[C:4]([NH:8][C:9](=O)[C@@H:10]([NH:13][C:14](=[O:20])[O:15][C:16]([CH3:19])([CH3:18])[CH3:17])[CH2:11][CH3:12])[CH:5]=[CH:6][CH:7]=1.C(N(CC)CC)C.C/C(/O[Si](C)(C)C)=N\[Si](C)(C)C. The catalyst is CC#N. The product is [Cl:1][C:2]1[CH:7]=[CH:6][CH:5]=[C:4]2[C:3]=1[C:22](=[O:31])[N:23]([C:24]1[CH:29]=[CH:28][CH:27]=[CH:26][C:25]=1[F:30])[C:9]([C@@H:10]([NH:13][C:14](=[O:20])[O:15][C:16]([CH3:19])([CH3:18])[CH3:17])[CH2:11][CH3:12])=[N:8]2. The yield is 0.410. (6) The reactants are [CH:1]1([C:4]2C(C3C=CC=C4C=3C=NC(C=C)=N4)=CC(C#N)=C(N3CCN(C(=O)CCOC)[C@H](C)C3)[N:5]=2)[CH2:3][CH2:2]1.[C:37]([O-:40])(O)=[O:38].[Na+].[CH3:54][C:53]([O:52][C:50](O[C:50]([O:52][C:53]([CH3:56])([CH3:55])[CH3:54])=[O:51])=[O:51])([CH3:56])[CH3:55]. The catalyst is O.C1COCC1. The product is [C:53]([O:52][C:50]([NH:5][C@H:4]([CH:1]1[CH2:3][CH2:2]1)[C:37]([OH:40])=[O:38])=[O:51])([CH3:54])([CH3:55])[CH3:56]. The yield is 0.880. (7) The reactants are Br[C:2]1[CH:10]=[CH:9][C:8]([C:11]([NH2:13])=[O:12])=[C:7]2[C:3]=1[C:4]([N+:14]([O-:16])=[O:15])=[CH:5][NH:6]2.[CH3:17][C:18]1[C:23](B2OC(C)(C)C(C)(C)O2)=[CH:22][CH:21]=[CH:20][C:19]=1[NH:33][C:34]([C:36]1[S:37][CH:38]=[CH:39][N:40]=1)=[O:35].[F-].[Cs+]. The catalyst is O1CCOCC1.O.C1C=CC([P]([Pd]([P](C2C=CC=CC=2)(C2C=CC=CC=2)C2C=CC=CC=2)([P](C2C=CC=CC=2)(C2C=CC=CC=2)C2C=CC=CC=2)[P](C2C=CC=CC=2)(C2C=CC=CC=2)C2C=CC=CC=2)(C2C=CC=CC=2)C2C=CC=CC=2)=CC=1. The product is [C:11]([C:8]1[CH:9]=[CH:10][C:2]([C:23]2[C:18]([CH3:17])=[C:19]([NH:33][C:34]([C:36]3[S:37][CH:38]=[CH:39][N:40]=3)=[O:35])[CH:20]=[CH:21][CH:22]=2)=[C:3]2[C:7]=1[NH:6][CH:5]=[C:4]2[N+:14]([O-:16])=[O:15])(=[O:12])[NH2:13]. The yield is 0.330.